From a dataset of Full USPTO retrosynthesis dataset with 1.9M reactions from patents (1976-2016). Predict the reactants needed to synthesize the given product. (1) Given the product [CH3:13][C:6]1([CH3:14])[C:5]2[C:10](=[CH:11][C:2]([CH3:1])=[C:3]([C:35]#[C:34][Si:31]([CH3:33])([CH3:32])[CH3:30])[CH:4]=2)[C:9](=[O:12])[CH2:8][CH2:7]1, predict the reactants needed to synthesize it. The reactants are: [CH3:1][C:2]1[C:3](OS(C(F)(F)F)(=O)=O)=[CH:4][C:5]2[C:6]([CH3:14])([CH3:13])[CH2:7][CH2:8][C:9](=[O:12])[C:10]=2[CH:11]=1.C(N(CC)CC)C.[CH3:30][Si:31]([C:34]#[CH:35])([CH3:33])[CH3:32].C(OCC)(=O)C. (2) Given the product [C:24]([NH:32][C:33]1[CH:34]=[C:35]([CH:39]=[CH:40][N:41]=1)[C:36]([NH:23][CH2:22][CH2:21][C:17]1[CH:18]=[CH:19][CH:20]=[C:15]([O:14][CH3:13])[CH:16]=1)=[O:37])(=[O:31])[C:25]1[CH:26]=[CH:27][CH:28]=[CH:29][CH:30]=1, predict the reactants needed to synthesize it. The reactants are: FC(F)(F)C1C=CC(CN)=CC=1.[CH3:13][O:14][C:15]1[CH:16]=[C:17]([CH2:21][CH2:22][NH2:23])[CH:18]=[CH:19][CH:20]=1.[C:24]([NH:32][C:33]1[CH:34]=[C:35]([CH:39]=[CH:40][N:41]=1)[C:36](O)=[O:37])(=[O:31])[C:25]1[CH:30]=[CH:29][CH:28]=[CH:27][CH:26]=1. (3) Given the product [CH3:27][C:17]1[CH:22]=[CH:21][C:20]([S:23]([O:13][CH2:12][CH:11]([OH:14])[C:8]2[CH:9]=[N:10][C:5]([O:4][CH2:3][C:2]([F:1])([F:15])[F:16])=[CH:6][CH:7]=2)(=[O:25])=[O:24])=[CH:19][CH:18]=1, predict the reactants needed to synthesize it. The reactants are: [F:1][C:2]([F:16])([F:15])[CH2:3][O:4][C:5]1[N:10]=[CH:9][C:8]([CH:11]([OH:14])[CH2:12][OH:13])=[CH:7][CH:6]=1.[C:17]1([CH3:27])[CH:22]=[CH:21][C:20]([S:23](Cl)(=[O:25])=[O:24])=[CH:19][CH:18]=1.N1C=CC=CC=1.O. (4) The reactants are: [NH2:1][C@H:2]([C:6]1[CH:11]=[CH:10][C:9]([Br:12])=[CH:8][CH:7]=1)[CH2:3][CH2:4][OH:5].[C:13]([O:17][C:18]([NH:20][C:21]1([C:36](O)=[O:37])[CH2:26][CH2:25][N:24]([C:27]2[C:28]3[CH:35]=[CH:34][NH:33][C:29]=3[N:30]=[CH:31][N:32]=2)[CH2:23][CH2:22]1)=[O:19])([CH3:16])([CH3:15])[CH3:14].CCN(C(C)C)C(C)C.F[P-](F)(F)(F)(F)F.N1(OC(N(C)C)=[N+](C)C)C2N=CC=CC=2N=N1. Given the product [Br:12][C:9]1[CH:8]=[CH:7][C:6]([C@@H:2]([NH:1][C:36]([C:21]2([NH:20][C:18](=[O:19])[O:17][C:13]([CH3:15])([CH3:14])[CH3:16])[CH2:22][CH2:23][N:24]([C:27]3[C:28]4[CH:35]=[CH:34][NH:33][C:29]=4[N:30]=[CH:31][N:32]=3)[CH2:25][CH2:26]2)=[O:37])[CH2:3][CH2:4][OH:5])=[CH:11][CH:10]=1, predict the reactants needed to synthesize it. (5) Given the product [NH2:26][C:23]1[N:24]=[CH:25][C:20]([C:18]2[CH:17]=[N:16][N:15]([C@H:12]3[CH2:13][CH2:14][C@H:9]([OH:8])[CH2:10][CH2:11]3)[CH:19]=2)=[C:21]2[CH:29]=[C:28]([C:39]3[C:40]4[S:44][N:43]=[CH:42][C:41]=4[CH:45]=[CH:46][C:38]=3[C:34]3[CH:35]=[CH:36][CH:37]=[C:32]([F:31])[CH:33]=3)[O:27][C:22]=12, predict the reactants needed to synthesize it. The reactants are: [Si]([O:8][C@H:9]1[CH2:14][CH2:13][C@H:12]([N:15]2[CH:19]=[C:18]([C:20]3[CH:25]=[N:24][C:23]([NH2:26])=[C:22]4[O:27][C:28](Cl)=[CH:29][C:21]=34)[CH:17]=[N:16]2)[CH2:11][CH2:10]1)(C(C)(C)C)(C)C.[F:31][C:32]1[CH:33]=[C:34]([C:38]2[CH:46]=[CH:45][C:41]3[CH:42]=[N:43][S:44][C:40]=3[C:39]=2B2OC(C)(C)C(C)(C)O2)[CH:35]=[CH:36][CH:37]=1. (6) Given the product [C:15]([C:19]1[CH:24]=[CH:23][C:22]([S:25]([NH:1][C:2]2[C:3]3[CH:14]=[CH:13][CH:12]=[CH:11][C:4]=3[S:5][C:6]=2[C:7]([O:9][CH3:10])=[O:8])(=[O:27])=[O:26])=[CH:21][CH:20]=1)([CH3:18])([CH3:16])[CH3:17], predict the reactants needed to synthesize it. The reactants are: [NH2:1][C:2]1[C:3]2[CH:14]=[CH:13][CH:12]=[CH:11][C:4]=2[S:5][C:6]=1[C:7]([O:9][CH3:10])=[O:8].[C:15]([C:19]1[CH:24]=[CH:23][C:22]([S:25](Cl)(=[O:27])=[O:26])=[CH:21][CH:20]=1)([CH3:18])([CH3:17])[CH3:16]. (7) Given the product [S:1]1[CH:5]=[CH:4][CH:3]=[C:2]1[C@H:18]([C:8]1[CH:13]=[CH:12][CH:11]=[CH:10][CH:9]=1)[OH:19], predict the reactants needed to synthesize it. The reactants are: [S:1]1[CH:5]=[CH:4][CH:3]=[C:2]1[Mg]Br.[C:8]1([Mg]Br)[CH:13]=[CH:12][CH:11]=[CH:10][CH:9]=1.C1C[O:19][CH2:18]C1.